From a dataset of NCI-60 drug combinations with 297,098 pairs across 59 cell lines. Regression. Given two drug SMILES strings and cell line genomic features, predict the synergy score measuring deviation from expected non-interaction effect. Drug 1: C1=CC(=CC=C1CC(C(=O)O)N)N(CCCl)CCCl.Cl. Drug 2: CCN(CC)CCCC(C)NC1=C2C=C(C=CC2=NC3=C1C=CC(=C3)Cl)OC. Cell line: HS 578T. Synergy scores: CSS=22.1, Synergy_ZIP=-4.93, Synergy_Bliss=3.82, Synergy_Loewe=1.44, Synergy_HSA=2.18.